Dataset: Forward reaction prediction with 1.9M reactions from USPTO patents (1976-2016). Task: Predict the product of the given reaction. (1) Given the reactants [CH3:1][C:2](=[O:7])[CH2:3][C:4](=[O:6])[CH3:5].B(OB=O)=O.[OH:13][C:14]1[CH:21]=[CH:20][C:17]([CH:18]=O)=[C:16]([O:22][CH3:23])[CH:15]=1.C(OC)(OC)OC.C(N)CCC.Cl, predict the reaction product. The product is: [OH:13][C:14]1[CH:21]=[CH:20][C:17]([CH:18]=[CH:1][C:2](=[O:7])[CH2:3][C:4](=[O:6])[CH3:5])=[C:16]([O:22][CH3:23])[CH:15]=1. (2) Given the reactants Br[C:2]1[CH:3]=[C:4]2[C:8](=[CH:9][CH:10]=1)[N:7]([Si](C(C)C)(C(C)C)C(C)C)[CH:6]=[CH:5]2.C([Li])(C)(C)C.[C:26]1([S:32](F)(=[O:34])=[O:33])[CH:31]=[CH:30][CH:29]=[CH:28][CH:27]=1, predict the reaction product. The product is: [C:26]1([S:32]([C:2]2[CH:3]=[C:4]3[C:8](=[CH:9][CH:10]=2)[NH:7][CH:6]=[CH:5]3)(=[O:34])=[O:33])[CH:31]=[CH:30][CH:29]=[CH:28][CH:27]=1. (3) Given the reactants [F:1][C:2]1[CH:14]=[CH:13][C:5]([CH2:6][C:7]2([CH2:11][OH:12])[CH2:10][CH2:9][CH2:8]2)=[CH:4][CH:3]=1.[C:15](Cl)(Cl)=[O:16].Cl.Cl.[NH2:21][C@@H:22]([CH2:35][CH2:36][CH2:37][CH2:38][NH:39][S:40]([N:43]([CH3:45])[CH3:44])(=[O:42])=[O:41])[CH:23]([OH:34])[C:24]([NH:26][CH2:27][C:28]1[CH:29]=[N:30][CH:31]=[CH:32][CH:33]=1)=[O:25].C(N(CC)CC)C, predict the reaction product. The product is: [CH3:45][N:43]([CH3:44])[S:40]([NH:39][CH2:38][CH2:37][CH2:36][CH2:35][C@H:22]([NH:21][C:15](=[O:16])[O:12][CH2:11][C:7]1([CH2:6][C:5]2[CH:4]=[CH:3][C:2]([F:1])=[CH:14][CH:13]=2)[CH2:8][CH2:9][CH2:10]1)[CH:23]([OH:34])[C:24](=[O:25])[NH:26][CH2:27][C:28]1[CH:29]=[N:30][CH:31]=[CH:32][CH:33]=1)(=[O:41])=[O:42]. (4) Given the reactants [C:1]([O:5][C:6]([NH:8][CH:9]1[CH2:18][C:17]2[C:16]([C:19](O)=[O:20])=[CH:15][CH:14]=[CH:13][C:12]=2[CH2:11][CH2:10]1)=[O:7])([CH3:4])([CH3:3])[CH3:2], predict the reaction product. The product is: [OH:20][CH2:19][C:16]1[CH:15]=[CH:14][CH:13]=[C:12]2[C:17]=1[CH2:18][CH:9]([NH:8][C:6](=[O:7])[O:5][C:1]([CH3:3])([CH3:2])[CH3:4])[CH2:10][CH2:11]2. (5) Given the reactants [Cl:1][C:2]1[CH:19]=[CH:18][C:5]2[N:6]([CH:11]3[CH2:15][CH2:14][C:13]([F:17])([F:16])[CH2:12]3)[C:7]([CH2:9]Cl)=[N:8][C:4]=2[CH:3]=1.[CH3:20][S:21]([C:24]1[C:32]2[C:27](=[CH:28][N:29]=[CH:30][CH:31]=2)[NH:26][N:25]=1)(=[O:23])=[O:22], predict the reaction product. The product is: [Cl:1][C:2]1[CH:19]=[CH:18][C:5]2[N:6]([CH:11]3[CH2:15][CH2:14][C:13]([F:17])([F:16])[CH2:12]3)[C:7]([CH2:9][N:26]3[C:27]4=[CH:28][N:29]=[CH:30][CH:31]=[C:32]4[C:24]([S:21]([CH3:20])(=[O:22])=[O:23])=[N:25]3)=[N:8][C:4]=2[CH:3]=1. (6) Given the reactants [NH2:1][C:2]1[CH:33]=[CH:32][C:5]([C:6]([NH:8][C@H:9]2[CH2:14][CH2:13][CH2:12][C@@H:11]([NH:15][C:16]3[N:21]=[C:20]([C:22]4[C:30]5[C:25](=[CH:26][CH:27]=[CH:28][CH:29]=5)[NH:24][CH:23]=4)[C:19]([Cl:31])=[CH:18][N:17]=3)[CH2:10]2)=[O:7])=[C:4]([F:34])[CH:3]=1.C[CH2:36][N:37]([CH:41]([CH3:43])C)[CH:38](C)C.BrC/C=[CH:47]/[C:48](Cl)=[O:49].C(Cl)Cl.CNC.C1COCC1, predict the reaction product. The product is: [Cl:31][C:19]1[C:20]([C:22]2[C:30]3[C:25](=[CH:26][CH:27]=[CH:28][CH:29]=3)[NH:24][CH:23]=2)=[N:21][C:16]([NH:15][C@@H:11]2[CH2:12][CH2:13][CH2:14][C@H:9]([NH:8][C:6](=[O:7])[C:5]3[CH:32]=[CH:33][C:2]([NH:1][C:48](=[O:49])/[CH:47]=[CH:43]/[CH2:41][N:37]([CH3:36])[CH3:38])=[CH:3][C:4]=3[F:34])[CH2:10]2)=[N:17][CH:18]=1. (7) Given the reactants [Cl:1][C:2]1[C:10]2[C:5](=[CH:6][CH:7]=[CH:8][CH:9]=2)[NH:4][N:3]=1.C([O-])([O-])=O.[K+].[K+].Cl[CH2:18][C:19]([N:21]1[CH2:26][CH2:25][N:24]([C:27]2[CH:32]=[CH:31][C:30]([F:33])=[CH:29][CH:28]=2)[CH2:23][CH2:22]1)=[O:20].CN(C=O)C, predict the reaction product. The product is: [Cl:1][C:2]1[C:10]2[C:5](=[CH:6][CH:7]=[CH:8][CH:9]=2)[N:4]([CH2:18][C:19]([N:21]2[CH2:22][CH2:23][N:24]([C:27]3[CH:32]=[CH:31][C:30]([F:33])=[CH:29][CH:28]=3)[CH2:25][CH2:26]2)=[O:20])[N:3]=1. (8) The product is: [Cl:19][C:15]1[CH:14]=[C:13]([C:10]2[C:6]3[N:7]=[CH:8][S:9][C:5]=3[CH:4]=[C:3]([CH2:2][C:26]3[CH:27]=[C:22]([OH:21])[CH:31]=[CH:24][CH:25]=3)[C:11]=2[F:12])[CH:18]=[CH:17][CH:16]=1. Given the reactants Br[CH2:2][C:3]1[C:11]([F:12])=[C:10]([C:13]2[CH:18]=[CH:17][CH:16]=[C:15]([Cl:19])[CH:14]=2)[C:6]2[N:7]=[CH:8][S:9][C:5]=2[CH:4]=1.C[O:21][C:22]1[CH:27]=[CH:26][C:25](B(O)O)=[CH:24]N=1.[CH3:31]OCCOC, predict the reaction product. (9) The product is: [C:4]1([CH2:3][CH2:2][C:1]([O:11][CH3:17])=[O:10])[CH:5]=[CH:6][CH:7]=[CH:8][CH:9]=1. Given the reactants [C:1]([OH:11])(=[O:10])[CH2:2][CH2:3][C:4]1[CH:9]=[CH:8][CH:7]=[CH:6][CH:5]=1.OS(O)(=O)=O.[CH3:17]O, predict the reaction product.